From a dataset of Full USPTO retrosynthesis dataset with 1.9M reactions from patents (1976-2016). Predict the reactants needed to synthesize the given product. (1) Given the product [Cl:3][C:4]1[CH:5]=[C:6]([N:10]2[C:14]([C:15]3[CH:20]=[CH:19][CH:18]=[C:17]([C:21]([F:24])([F:23])[F:22])[CH:16]=3)=[CH:13][C:12]([C:25]([OH:27])=[O:26])=[N:11]2)[CH:7]=[CH:8][CH:9]=1, predict the reactants needed to synthesize it. The reactants are: [OH-].[K+].[Cl:3][C:4]1[CH:5]=[C:6]([N:10]2[C:14]([C:15]3[CH:20]=[CH:19][CH:18]=[C:17]([C:21]([F:24])([F:23])[F:22])[CH:16]=3)=[CH:13][C:12]([C:25]([O:27]CC)=[O:26])=[N:11]2)[CH:7]=[CH:8][CH:9]=1.Cl. (2) Given the product [NH:2]1[CH2:38][CH2:39][N:40]=[C:1]1[C:3]1[CH:4]=[C:5]([NH:14][CH2:15][C:16]2[C:21]([CH3:22])=[CH:20][CH:19]=[CH:18][C:17]=2[CH3:23])[C:6]2[N:10]=[C:9]([CH3:11])[N:8]([CH3:12])[C:7]=2[CH:13]=1, predict the reactants needed to synthesize it. The reactants are: [C:1]([C:3]1[CH:4]=[C:5]([NH:14][CH2:15][C:16]2[C:21]([CH3:22])=[CH:20][CH:19]=[CH:18][C:17]=2[CH3:23])[C:6]2[N:10]=[C:9]([CH3:11])[N:8]([CH3:12])[C:7]=2[CH:13]=1)#[N:2].P12(SP3(SP(SP(S3)(S1)=S)(=S)S2)=S)=S.[CH2:38](N)[CH2:39][NH2:40]. (3) Given the product [CH3:2][O:3][C:4]1[CH:5]=[C:6]2[C:11](=[CH:12][CH:13]=1)[CH2:10][N:9]([C:21]1[CH:22]=[CH:23][C:18]([C:16]([O:15][CH3:14])=[O:17])=[CH:19][CH:20]=1)[CH2:8][CH2:7]2, predict the reactants needed to synthesize it. The reactants are: Cl.[CH3:2][O:3][C:4]1[CH:5]=[C:6]2[C:11](=[CH:12][CH:13]=1)[CH2:10][NH:9][CH2:8][CH2:7]2.[CH3:14][O:15][C:16]([C:18]1[CH:23]=[CH:22][C:21](B(O)O)=[CH:20][CH:19]=1)=[O:17].N1C=CC=CC=1. (4) Given the product [Cl:18][C:13]1[C:14]([CH3:17])=[C:15]([Cl:16])[C:10]2[O:9][CH:8]([CH:19]([CH3:21])[CH3:20])[C:7](=[O:22])[N:6]([CH2:5][CH2:4][C:3]([OH:23])=[O:2])[C:11]=2[CH:12]=1, predict the reactants needed to synthesize it. The reactants are: C[O:2][C:3](=[O:23])[CH2:4][CH2:5][N:6]1[C:11]2[CH:12]=[C:13]([Cl:18])[C:14]([CH3:17])=[C:15]([Cl:16])[C:10]=2[O:9][CH:8]([CH:19]([CH3:21])[CH3:20])[C:7]1=[O:22].[OH-].[Na+].O. (5) Given the product [CH2:33]([C:35]1[CH:36]=[N:37][C:24]([N:21]2[CH2:20][CH2:19][CH:18]([C:15]3[CH:16]=[CH:17][C:12]([CH2:11][O:10][C:9]4[CH:31]=[CH:32][C:6]([N:1]5[CH:5]=[N:4][N:3]=[N:2]5)=[CH:7][CH:8]=4)=[N:13][CH:14]=3)[CH2:23][CH2:22]2)=[N:39][CH:40]=1)[CH3:34], predict the reactants needed to synthesize it. The reactants are: [N:1]1([C:6]2[CH:32]=[CH:31][C:9]([O:10][CH2:11][C:12]3[CH:17]=[CH:16][C:15]([CH:18]4[CH2:23][CH2:22][N:21]([C:24](OCCCC)=O)[CH2:20][CH2:19]4)=[CH:14][N:13]=3)=[CH:8][CH:7]=2)[CH:5]=[N:4][N:3]=[N:2]1.[CH2:33]([C:35]1[CH:36]=[N:37]C(Br)=[N:39][CH:40]=1)[CH3:34]. (6) Given the product [C:1]([O:8][CH3:9])(=[O:7])/[CH:2]=[CH:3]/[C:4]([O:6][CH2:11][C:12]([N:14]1[CH2:19][CH2:18][O:17][CH2:16][CH2:15]1)=[O:13])=[O:5], predict the reactants needed to synthesize it. The reactants are: [C:1]([O:8][CH3:9])(=[O:7])/[CH:2]=[CH:3]/[C:4]([OH:6])=[O:5].Cl[CH2:11][C:12]([N:14]1[CH2:19][CH2:18][O:17][CH2:16][CH2:15]1)=[O:13]. (7) Given the product [NH2:29][CH2:28][C:27]1[CH:26]=[CH:25][C:32]([F:33])=[C:31]([C:8]2[C:7](=[O:22])[N:6]([CH:1]3[CH2:5][CH2:4][CH2:3][CH2:2]3)[C:11]3[N:12]=[C:13]([NH:17][CH3:18])[N:14]=[C:15]([CH3:16])[C:10]=3[CH:9]=2)[CH:30]=1, predict the reactants needed to synthesize it. The reactants are: [CH:1]1([N:6]2[C:11]3[N:12]=[C:13]([NH:17][CH3:18])[N:14]=[C:15]([CH3:16])[C:10]=3[CH:9]=[C:8](B(O)O)[C:7]2=[O:22])[CH2:5][CH2:4][CH2:3][CH2:2]1.Cl.Br[C:25]1[CH:26]=[C:27]([CH:30]=[CH:31][C:32]=1[F:33])[CH2:28][NH2:29].C(=O)([O-])[O-].[K+].[K+]. (8) Given the product [NH2:9][C@H:4]1[CH2:5][CH2:6][CH2:7][CH2:8][C@@H:3]1[CH2:2][OH:1], predict the reactants needed to synthesize it. The reactants are: [OH:1][CH2:2][C@H:3]1[CH2:8][CH2:7][CH2:6][CH2:5][C@@H:4]1[NH:9]C(=O)OC(C)(C)C.Cl. (9) The reactants are: Cl.[CH3:2][NH:3][O:4][CH3:5].C(N(CC)CC)C.O.[CH:14]1([C:20](Cl)=[O:21])[CH2:19][CH2:18][CH2:17][CH2:16][CH2:15]1. Given the product [CH3:2][N:3]([O:4][CH3:5])[C:20]([CH:14]1[CH2:19][CH2:18][CH2:17][CH2:16][CH2:15]1)=[O:21], predict the reactants needed to synthesize it.